Task: Regression. Given two drug SMILES strings and cell line genomic features, predict the synergy score measuring deviation from expected non-interaction effect.. Dataset: NCI-60 drug combinations with 297,098 pairs across 59 cell lines (1) Synergy scores: CSS=36.5, Synergy_ZIP=-0.821, Synergy_Bliss=-2.76, Synergy_Loewe=0.928, Synergy_HSA=5.15. Cell line: CCRF-CEM. Drug 2: C1C(C(OC1N2C=NC(=NC2=O)N)CO)O. Drug 1: C1=CN(C=N1)CC(O)(P(=O)(O)O)P(=O)(O)O. (2) Cell line: LOX IMVI. Synergy scores: CSS=-1.07, Synergy_ZIP=4.88, Synergy_Bliss=6.62, Synergy_Loewe=-1.34, Synergy_HSA=-1.77. Drug 2: COCCOC1=C(C=C2C(=C1)C(=NC=N2)NC3=CC=CC(=C3)C#C)OCCOC.Cl. Drug 1: CCN(CC)CCNC(=O)C1=C(NC(=C1C)C=C2C3=C(C=CC(=C3)F)NC2=O)C. (3) Drug 1: CN(CC1=CN=C2C(=N1)C(=NC(=N2)N)N)C3=CC=C(C=C3)C(=O)NC(CCC(=O)O)C(=O)O. Drug 2: C1=NC2=C(N=C(N=C2N1C3C(C(C(O3)CO)O)F)Cl)N. Cell line: T-47D. Synergy scores: CSS=-1.66, Synergy_ZIP=4.92, Synergy_Bliss=6.92, Synergy_Loewe=-3.42, Synergy_HSA=-2.30.